Dataset: Forward reaction prediction with 1.9M reactions from USPTO patents (1976-2016). Task: Predict the product of the given reaction. The product is: [F:20][C:21]1[CH:26]=[CH:25][C:24]([C:2]2[CH:3]=[N:4][C:5]3[N:6]([CH:8]=[C:9]([CH2:11][O:12][C:13]4[CH:18]=[CH:17][C:16]([F:19])=[CH:15][N:14]=4)[N:10]=3)[CH:7]=2)=[C:23]([CH2:30][OH:31])[CH:22]=1. Given the reactants Br[C:2]1[CH:3]=[N:4][C:5]2[N:6]([CH:8]=[C:9]([CH2:11][O:12][C:13]3[CH:18]=[CH:17][C:16]([F:19])=[CH:15][N:14]=3)[N:10]=2)[CH:7]=1.[F:20][C:21]1[CH:26]=[CH:25][C:24](B(O)O)=[C:23]([CH2:30][OH:31])[CH:22]=1, predict the reaction product.